Regression. Given two drug SMILES strings and cell line genomic features, predict the synergy score measuring deviation from expected non-interaction effect. From a dataset of NCI-60 drug combinations with 297,098 pairs across 59 cell lines. Drug 1: CC(CN1CC(=O)NC(=O)C1)N2CC(=O)NC(=O)C2. Drug 2: CCCCC(=O)OCC(=O)C1(CC(C2=C(C1)C(=C3C(=C2O)C(=O)C4=C(C3=O)C=CC=C4OC)O)OC5CC(C(C(O5)C)O)NC(=O)C(F)(F)F)O. Cell line: HOP-92. Synergy scores: CSS=21.8, Synergy_ZIP=-5.88, Synergy_Bliss=0.239, Synergy_Loewe=2.49, Synergy_HSA=2.42.